From a dataset of Reaction yield outcomes from USPTO patents with 853,638 reactions. Predict the reaction yield, written as a fraction of the theoretical maximum amount of product (1.0 means a 100% yield; for example, 0.34 means a 34% yield). (1) The reactants are [CH3:1][N:2]([CH3:20])[C:3]([C:5]1[N:14]([CH:15]2[CH2:19][CH2:18][CH2:17][CH2:16]2)[C:8]2[N:9]=[C:10](Cl)[N:11]=[CH:12][C:7]=2[CH:6]=1)=[O:4].C(OC(=O)[NH:27][CH2:28][CH2:29][N:30]([C:32]1[CH:33]=[N:34][C:35]([NH2:38])=[CH:36][CH:37]=1)[CH3:31])(C)(C)C. The yield is 0.340. No catalyst specified. The product is [CH3:1][N:2]([CH3:20])[C:3]([C:5]1[N:14]([CH:15]2[CH2:19][CH2:18][CH2:17][CH2:16]2)[C:8]2[N:9]=[C:10]([NH:38][C:35]3[CH:36]=[CH:37][C:32]([N:30]([CH2:29][CH2:28][NH2:27])[CH3:31])=[CH:33][N:34]=3)[N:11]=[CH:12][C:7]=2[CH:6]=1)=[O:4]. (2) The reactants are FC(F)(F)C(O)=O.FC(F)(F)C(O)=O.[NH2:15][CH2:16][C@H:17]1[CH2:22][CH2:21][C@H:20]([N:23]2[C:27]3=[C:28]4[S:34][CH:33]=[CH:32][C:29]4=[N:30][CH:31]=[C:26]3[N:25]=[C:24]2[C@H:35]([OH:37])[CH3:36])[CH2:19][CH2:18]1.C(N(CC)CC)C.Cl[C:46]([O:48][CH3:49])=[O:47]. The catalyst is C(Cl)Cl. The product is [CH3:49][O:48][C:46](=[O:47])[NH:15][CH2:16][C@H:17]1[CH2:22][CH2:21][C@H:20]([N:23]2[C:27]3=[C:28]4[S:34][CH:33]=[CH:32][C:29]4=[N:30][CH:31]=[C:26]3[N:25]=[C:24]2[C@H:35]([OH:37])[CH3:36])[CH2:19][CH2:18]1. The yield is 0.130. (3) The reactants are [Si:1]([O:8][CH2:9][CH:10]1[O:14][N:13]=[C:12]([C:15]2[CH:20]=[CH:19][C:18]([Sn](C)(C)C)=[CH:17][CH:16]=2)[CH2:11]1)([C:4]([CH3:7])([CH3:6])[CH3:5])([CH3:3])[CH3:2].[F:25][C:26]1[CH:27]=[C:28]([N:33]2[CH2:37][C@H:36]([CH2:38][NH:39][C:40](=[O:42])[CH3:41])[O:35][C:34]2=[O:43])[CH:29]=[CH:30][C:31]=1I. The catalyst is O1CCOCC1. The product is [Si:1]([O:8][CH2:9][CH:10]1[O:14][N:13]=[C:12]([C:15]2[CH:20]=[CH:19][C:18]([C:31]3[CH:30]=[CH:29][C:28]([N:33]4[CH2:37][C@H:36]([CH2:38][NH:39][C:40](=[O:42])[CH3:41])[O:35][C:34]4=[O:43])=[CH:27][C:26]=3[F:25])=[CH:17][CH:16]=2)[CH2:11]1)([C:4]([CH3:7])([CH3:6])[CH3:5])([CH3:3])[CH3:2]. The yield is 0.330.